Predict the reactants needed to synthesize the given product. From a dataset of Full USPTO retrosynthesis dataset with 1.9M reactions from patents (1976-2016). (1) Given the product [Cl:1][C:2]1[CH:3]=[C:4]([C:8]#[C:9][C:10]2[CH2:14][C:13]3([CH2:18][CH2:17][N:16]([C:19]([O:21][CH2:22][CH3:23])=[O:20])[CH2:15][CH2:25]3)[O:12][N:11]=2)[CH:5]=[CH:6][CH:7]=1, predict the reactants needed to synthesize it. The reactants are: [Cl:1][C:2]1[CH:3]=[C:4]([C:8]#[C:9][C:10]2[CH2:14][C:13]3([CH2:18][CH2:17][N:16]([C:19]([O:21][CH2:22][CH3:23])=[O:20])[CH2:15]3)[O:12][N:11]=2)[CH:5]=[CH:6][CH:7]=1.Cl[C:25]1C=C(C#CC2CC3(CCNC3)ON=2)C=CC=1. (2) Given the product [OH:31][C:32]1([C:39]2[O:40][CH:41]=[CH:42][N:43]=2)[CH2:33][CH2:34][CH:35]([N:8]2[CH2:9][CH:10]([NH:12][C:13](=[O:30])[CH2:14][NH:15][C:16]3[C:24]4[C:19](=[CH:20][CH:21]=[C:22]([C:25]([F:27])([F:26])[F:28])[CH:23]=4)[N:18]([CH3:29])[N:17]=3)[CH2:11]2)[CH2:36][CH2:37]1, predict the reactants needed to synthesize it. The reactants are: OC(C(F)(F)F)=O.[NH:8]1[CH2:11][CH:10]([NH:12][C:13](=[O:30])[CH2:14][NH:15][C:16]2[C:24]3[C:19](=[CH:20][CH:21]=[C:22]([C:25]([F:28])([F:27])[F:26])[CH:23]=3)[N:18]([CH3:29])[N:17]=2)[CH2:9]1.[OH:31][C:32]1([C:39]2[O:40][CH:41]=[CH:42][N:43]=2)[CH2:37][CH2:36][C:35](=O)[CH2:34][CH2:33]1. (3) Given the product [F:1][C:2]1[C:3]([CH2:22][OH:23])=[CH:4][CH:5]=[CH:6][C:7]=1[N:8]1[CH2:13][CH2:12][CH:11]([CH2:14][CH2:15][CH:16]2[CH2:21][CH2:20][N:19]([C:30](=[O:45])[CH3:31])[CH2:18][CH2:17]2)[CH2:10][CH2:9]1, predict the reactants needed to synthesize it. The reactants are: [F:1][C:2]1[C:7]([N:8]2[CH2:13][CH2:12][CH:11]([CH2:14][CH2:15][CH:16]3[CH2:21][CH2:20][NH:19][CH2:18][CH2:17]3)[CH2:10][CH2:9]2)=[CH:6][CH:5]=[CH:4][C:3]=1[CH2:22][OH:23].CCN=C=NC[CH2:30][CH2:31]N(C)C.Cl.C1C=CC2N([OH:45])N=NC=2C=1.C(=O)([O-])O.[Na+]. (4) Given the product [C:35](=[O:39])([O:23][CH2:22][N:21]1[C:20]2[CH:24]=[CH:25][CH:26]=[CH:27][C:19]=2[N:18]=[C:17]1[S:15]([CH2:14][C:3]1[C:2]([CH3:1])=[C:7]([O:8][CH2:9][C:10]([F:12])([F:11])[F:13])[CH:6]=[CH:5][N:4]=1)=[O:16])[O:36][CH2:37][CH3:38], predict the reactants needed to synthesize it. The reactants are: [CH3:1][C:2]1[C:3]([CH2:14][S:15]([C:17]2[N:21]([CH2:22][OH:23])[C:20]3[CH:24]=[CH:25][CH:26]=[CH:27][C:19]=3[N:18]=2)=[O:16])=[N:4][CH:5]=[CH:6][C:7]=1[O:8][CH2:9][C:10]([F:13])([F:12])[F:11].C(N(CC)CC)C.[C:35](Cl)(=[O:39])[O:36][CH2:37][CH3:38].C(OCC)(=O)C. (5) Given the product [OH:8][CH2:9][CH2:10][S:11]([NH:14][C:15]1[CH:16]=[N:17][CH:18]=[C:19]([C:21]2[N:22]([CH3:30])[C:23]3[C:28]([CH:29]=2)=[CH:27][CH:26]=[CH:25][CH:24]=3)[CH:20]=1)(=[O:13])=[O:12], predict the reactants needed to synthesize it. The reactants are: C([O:8][CH2:9][CH2:10][S:11]([NH:14][C:15]1[CH:16]=[N:17][CH:18]=[C:19]([C:21]2[N:22]([CH3:30])[C:23]3[C:28]([CH:29]=2)=[CH:27][CH:26]=[CH:25][CH:24]=3)[CH:20]=1)(=[O:13])=[O:12])C1C=CC=CC=1. (6) Given the product [Cl:1][C:2]1[CH:7]=[CH:6][C:5]([O:8][C:9]2[CH:10]=[CH:11][C:12]([CH2:15][CH2:16][O:17][C:18]3[CH:23]=[CH:22][N:21]([CH2:31][C:32]4[CH:33]=[N:34][N:35]([CH3:37])[CH:36]=4)[C:20](=[O:24])[N:19]=3)=[CH:13][CH:14]=2)=[CH:4][C:3]=1[C:25]([F:26])([F:28])[F:27], predict the reactants needed to synthesize it. The reactants are: [Cl:1][C:2]1[CH:7]=[CH:6][C:5]([O:8][C:9]2[CH:14]=[CH:13][C:12]([CH2:15][CH2:16][O:17][C:18]3[CH:23]=[CH:22][NH:21][C:20](=[O:24])[N:19]=3)=[CH:11][CH:10]=2)=[CH:4][C:3]=1[C:25]([F:28])([F:27])[F:26].Cl.Cl[CH2:31][C:32]1[CH:33]=[N:34][N:35]([CH3:37])[CH:36]=1. (7) Given the product [CH:33]1([C:30]2[N:31]=[CH:32][C:27]([O:1][C@@H:2]3[CH2:19][N:5]4[C:6](=[O:18])[CH2:7][CH2:8][N:9]([C:11]([O:13][C:14]([CH3:15])([CH3:16])[CH3:17])=[O:12])[CH2:10][C@H:4]4[CH2:3]3)=[N:28][CH:29]=2)[CH2:35][CH2:34]1, predict the reactants needed to synthesize it. The reactants are: [OH:1][C@@H:2]1[CH2:19][N:5]2[C:6](=[O:18])[CH2:7][CH2:8][N:9]([C:11]([O:13][C:14]([CH3:17])([CH3:16])[CH3:15])=[O:12])[CH2:10][C@H:4]2[CH2:3]1.CC(C)([O-])C.[K+].Br[C:27]1[CH:32]=[N:31][C:30]([CH:33]2[CH2:35][CH2:34]2)=[CH:29][N:28]=1.CO. (8) Given the product [O:1]1[C:5]2[CH:6]=[CH:7][CH:8]=[CH:9][C:4]=2[CH:3]=[C:2]1[C:10]1[CH:11]=[C:12]2[C:17](=[CH:18][CH:19]=1)[N:16]=[C:15]([C:20]([F:22])([F:21])[F:23])[CH:14]=[C:13]2[O:24][CH3:25], predict the reactants needed to synthesize it. The reactants are: [O:1]1[C:5]2[CH:6]=[CH:7][CH:8]=[CH:9][C:4]=2[CH:3]=[C:2]1[C:10]1[CH:11]=[C:12]2[C:17](=[CH:18][CH:19]=1)[N:16]=[C:15]([C:20]([F:23])([F:22])[F:21])[CH:14]=[C:13]2[OH:24].[C:25]([O-])([O-])=O.[K+].[K+].CI. (9) Given the product [C:1]([CH:3]1[CH2:6][N:5]([C:7](=[O:40])[C@H:8]([NH:10][C:11]([C:13]2[C:21]3[C:16](=[N:17][CH:18]=[C:19]([C:22]4[C:30]5[C:25](=[CH:26][C:27]([Cl:31])=[CH:28][CH:29]=5)[N:24]([CH2:49][CH:47]5[CH2:46][O:45][C:44]([CH3:55])([CH3:43])[O:48]5)[N:23]=4)[N:20]=3)[N:15]([CH2:32][O:33][CH2:34][CH2:35][Si:36]([CH3:39])([CH3:38])[CH3:37])[CH:14]=2)=[O:12])[CH3:9])[CH2:4]1)#[N:2], predict the reactants needed to synthesize it. The reactants are: [C:1]([CH:3]1[CH2:6][N:5]([C:7](=[O:40])[C@H:8]([NH:10][C:11]([C:13]2[C:21]3[C:16](=[N:17][CH:18]=[C:19]([C:22]4[C:30]5[C:25](=[CH:26][C:27]([Cl:31])=[CH:28][CH:29]=5)[NH:24][N:23]=4)[N:20]=3)[N:15]([CH2:32][O:33][CH2:34][CH2:35][Si:36]([CH3:39])([CH3:38])[CH3:37])[CH:14]=2)=[O:12])[CH3:9])[CH2:4]1)#[N:2].[H-].[Na+].[CH3:43][C:44]1([CH3:55])[O:48][CH:47]([CH2:49]OS(C)(=O)=O)[CH2:46][O:45]1.